Dataset: Experimentally validated miRNA-target interactions with 360,000+ pairs, plus equal number of negative samples. Task: Binary Classification. Given a miRNA mature sequence and a target amino acid sequence, predict their likelihood of interaction. (1) The miRNA is hsa-miR-548bb-3p with sequence CAAAAACCAUAGUUACUUUUGC. The protein sequence of the target gene is MLPLGSEPALNELLLRKEEEWRALQAHRTQLQEAALQDTRSQLEEAQGKLRCLQEDFVYNLQVLEERDLELERYDAAFAQAREWEEARRAEVSELKIEAAKLRQALAREARKVEELQQQQQLAFQEHRLELERVHSDKNGEIDHHREQYENLKWTLERKLEELDGELALQRQELLLEFESKMRKREHEFRLQADNMSNTALSRELKVKLLHKELEALKEAGAKAAESLQRAEATNAELERKLQSRAGELQDLEAMSRARVKDLEDKLHSVQLTRKKEEETFKRKHEELDRLAREKDAVLV.... Result: 0 (no interaction). (2) The miRNA is hsa-miR-6782-5p with sequence UAGGGGUGGGGGAAUUCAGGGGUGU. The protein sequence of the target gene is MEIRGALDLRKRQVLIFLVLLGLSRAGTESAHYSVAEETEIGSFVANLARDLGLGVEELSSREARVVSDDNKKYLHLDLLTGNLLLNEKLDRDELCGSTEPCVLHFQVVLENPLQFFRFELCVKDINDHSPTFLDKEILIKISEGTTVGATFLMESAQDLDVGSNSLQNYTISPNSHFYIKIPDSSDRKIYPELVLDRALDYEQEAELRLTLTAVDGGSPPKSGTTLVLIKVLDINDNAPEFPQSLYEVQVPEDRPLGSWIATISAKDLDAGNYGKISYTFFHASEDIRKTFEINPISGE.... Result: 0 (no interaction). (3) The miRNA is mmu-miR-363-3p with sequence AAUUGCACGGUAUCCAUCUGUA. The protein sequence of the target gene is MSSNLLPTLNSGGKVKDGSTKEDRPYKIFFRDLFLVKENEMAAKETEKFMNRNMKVYQKTTFSSRMKSHSYLSQLAFYPKRSGRSFEKFGPGPAPIPRLIEGSDTKRTVHEFINDQRDRFLLEYALSTKRNTIKKFEKDIAMRERQLKKAEKKLQDDALAFEEFLRENDQRSVDALKMAAQETINKLQMTAELKKASMEVQAVKSEIAKTEFLLREYMKYGFFLLQMSPKHWQIQQALKRAQASKSKANIILPKILAKLSLHSSNKEGILEESGRTAVLSEDASQGRDSQGKPSRSLTRT.... Result: 0 (no interaction).